Dataset: Full USPTO retrosynthesis dataset with 1.9M reactions from patents (1976-2016). Task: Predict the reactants needed to synthesize the given product. Given the product [CH3:61][N:56]([S:57]([CH3:60])(=[O:58])=[O:59])[C:43]1([C:49]([O:51][C:52]([CH3:53])([CH3:54])[CH3:55])=[O:50])[C:42]2[C:46](=[CH:47][CH:48]=[C:40]([NH:39][C:15](=[O:17])[CH2:14][C:11]3[CH:10]=[CH:9][C:8]([O:1][CH2:2][C:7]4[CH:6]=[CH:5][CH:4]=[CH:3][CH:18]=4)=[CH:13][CH:12]=3)[CH:41]=2)[NH:45][NH:44]1, predict the reactants needed to synthesize it. The reactants are: [O:1]([C:8]1[CH:13]=[CH:12][C:11]([CH2:14][C:15]([OH:17])=O)=[CH:10][CH:9]=1)[C:2]1[CH:7]=[CH:6][CH:5]=[CH:4][CH:3]=1.[CH2:18](Cl)CCl.C1C=CC2N(O)N=NC=2C=1.CCN(CC)CC.[NH2:39][C:40]1[CH:41]=[C:42]2[C:46](=[CH:47][CH:48]=1)[NH:45][NH:44][C:43]2([N:56]([CH3:61])[S:57]([CH3:60])(=[O:59])=[O:58])[C:49]([O:51][C:52]([CH3:55])([CH3:54])[CH3:53])=[O:50].